This data is from Catalyst prediction with 721,799 reactions and 888 catalyst types from USPTO. The task is: Predict which catalyst facilitates the given reaction. (1) The catalyst class is: 2. Reactant: [O:1]1[C:5]2[CH:6]=[CH:7][C:8]([C:10]3(O)[C:18]4[C:13](=[CH:14][CH:15]=[CH:16][CH:17]=4)[N:12]([CH2:19][C:20]4[CH:25]=[CH:24][C:23]([Cl:26])=[CH:22][CH:21]=4)[C:11]3=[O:27])=[CH:9][C:4]=2[O:3][CH2:2]1.FC(F)(F)C(O)=O.C([SiH](CC)CC)C. Product: [O:1]1[C:5]2[CH:6]=[CH:7][C:8]([CH:10]3[C:18]4[C:13](=[CH:14][CH:15]=[CH:16][CH:17]=4)[N:12]([CH2:19][C:20]4[CH:25]=[CH:24][C:23]([Cl:26])=[CH:22][CH:21]=4)[C:11]3=[O:27])=[CH:9][C:4]=2[O:3][CH2:2]1. (2) Reactant: C([O:5][C:6]([N:8]1[CH2:15][C:14]2[C:10](=[N:11][NH:12][C:13]=2[C:16]2[CH:21]=[CH:20][CH:19]=[CH:18][CH:17]=2)[CH2:9]1)=O)(C)(C)C.F[C:23](F)(F)C(O)=O.C(N(C(C)C)CC)(C)C.C(Cl)(=O)C. Product: [C:6]([N:8]1[CH2:15][C:14]2[C:10](=[N:11][NH:12][C:13]=2[C:16]2[CH:21]=[CH:20][CH:19]=[CH:18][CH:17]=2)[CH2:9]1)(=[O:5])[CH3:23]. The catalyst class is: 4. (3) Reactant: [OH:1][CH:2]([CH2:18][N:19]1[CH2:24][CH2:23][O:22][CH2:21][CH2:20]1)[CH2:3][N:4]1[CH2:10][CH2:9][CH2:8][C:7]2[NH:11][C:12]([CH:15]=O)=[C:13]([CH3:14])[C:6]=2[C:5]1=[O:17].[O:25]([C:27]1[CH:35]=[C:34]2[C:30]([CH2:31][C:32](=[O:36])[NH:33]2)=[CH:29][CH:28]=1)[CH3:26].N1CCCCC1. Product: [OH:1][C@H:2]([CH2:18][N:19]1[CH2:24][CH2:23][O:22][CH2:21][CH2:20]1)[CH2:3][N:4]1[CH2:10][CH2:9][CH2:8][C:7]2[NH:11][C:12](/[CH:15]=[C:31]3\[C:32](=[O:36])[NH:33][C:34]4[C:30]\3=[CH:29][CH:28]=[C:27]([O:25][CH3:26])[CH:35]=4)=[C:13]([CH3:14])[C:6]=2[C:5]1=[O:17]. The catalyst class is: 8. (4) Reactant: [Br:1][C:2]1[CH:7]=[CH:6][C:5]([S:8]([CH3:11])(=[O:10])=[O:9])=[CH:4][C:3]=1[N+:12]([O-])=O.Cl. Product: [Br:1][C:2]1[CH:7]=[CH:6][C:5]([S:8]([CH3:11])(=[O:10])=[O:9])=[CH:4][C:3]=1[NH2:12]. The catalyst class is: 186. (5) Reactant: C[O:2][C:3](=O)[C:4]1[CH:9]=[CH:8][C:7]([S:10]([C:13]2[C:14]([Cl:20])=[N:15][C:16]([CH3:19])=[CH:17][CH:18]=2)(=[O:12])=[O:11])=[CH:6][CH:5]=1.CC(C[AlH]CC(C)C)C. Product: [Cl:20][C:14]1[C:13]([S:10]([C:7]2[CH:8]=[CH:9][C:4]([CH2:3][OH:2])=[CH:5][CH:6]=2)(=[O:11])=[O:12])=[CH:18][CH:17]=[C:16]([CH3:19])[N:15]=1. The catalyst class is: 28. (6) Reactant: Cl.[NH2:2][C:3]([NH2:5])=[NH:4].[F:6][C:7]1[CH:14]=[CH:13][C:10]([CH:11]=O)=[CH:9][CH:8]=1.[CH3:15][CH:16]([CH3:24])[C:17](=O)[CH2:18][C:19]([O:21][CH3:22])=[O:20].C(=O)([O-])[O-].[K+].[K+]. Product: [NH2:4][C:3]1[NH:5][CH:17]([CH:16]([CH3:24])[CH3:15])[C:18]([C:19]([O:21][CH3:22])=[O:20])=[C:11]([C:10]2[CH:13]=[CH:14][C:7]([F:6])=[CH:8][CH:9]=2)[N:2]=1. The catalyst class is: 3. (7) Reactant: Cl.[CH:2]([CH:15]1[C:20](=[O:21])[CH2:19][CH2:18][NH:17][CH2:16]1)([C:9]1[CH:14]=[CH:13][CH:12]=[CH:11][CH:10]=1)[C:3]1[CH:8]=[CH:7][CH:6]=[CH:5][CH:4]=1.[N-:22]=[C:23]=[O:24].[K+]. Product: [CH:2]([CH:15]1[C:20](=[O:21])[CH2:19][CH2:18][N:17]([C:23]([NH2:22])=[O:24])[CH2:16]1)([C:9]1[CH:14]=[CH:13][CH:12]=[CH:11][CH:10]=1)[C:3]1[CH:4]=[CH:5][CH:6]=[CH:7][CH:8]=1. The catalyst class is: 40. (8) Reactant: [C:1]([NH:9][C:10]1[N:14]([CH2:15][CH:16]2[CH2:20][CH2:19][CH2:18][N:17]2C(OC(C)(C)C)=O)[C:13]2[CH:28]=[CH:29][CH:30]=[CH:31][C:12]=2[N:11]=1)(=[O:8])[C:2]1[CH:7]=[CH:6][CH:5]=[N:4][CH:3]=1.C(O)(C(F)(F)F)=O.C([O-])(O)=O.[Na+]. Product: [NH:17]1[CH2:18][CH2:19][CH2:20][CH:16]1[CH2:15][N:14]1[C:13]2[CH:28]=[CH:29][CH:30]=[CH:31][C:12]=2[N:11]=[C:10]1[NH:9][C:1](=[O:8])[C:2]1[CH:7]=[CH:6][CH:5]=[N:4][CH:3]=1. The catalyst class is: 2. (9) Reactant: Cl[C:2]1[N:3]=[C:4]([N:18]2[CH2:23][CH2:22][O:21][CH2:20][CH2:19]2)[C:5]2[N:11]=[C:10]([C:12]([O:14][CH3:15])=[O:13])[CH:9]=[C:8]([S:16][CH3:17])[C:6]=2[N:7]=1.[S:24]1[CH:28]=[CH:27][C:26](B(O)O)=[CH:25]1.C([O-])([O-])=O.[Cs+].[Cs+]. Product: [CH3:17][S:16][C:8]1[C:6]2[N:7]=[C:2]([C:26]3[CH:27]=[CH:28][S:24][CH:25]=3)[N:3]=[C:4]([N:18]3[CH2:23][CH2:22][O:21][CH2:20][CH2:19]3)[C:5]=2[N:11]=[C:10]([C:12]([O:14][CH3:15])=[O:13])[CH:9]=1. The catalyst class is: 77. (10) Reactant: Cl.[C:2]([C@@:4]1([CH:26]2[CH2:28][CH2:27]2)[CH2:8][CH2:7][N:6]([C:9]2[CH:14]=[CH:13][N:12]=[C:11]([NH:15][C:16]3[CH:20]=[C:19]([C:21](O)=[O:22])[N:18]([CH3:24])[N:17]=3)[CH:10]=2)[C:5]1=[O:25])#[N:3].C(N(CC)C(C)C)(C)C.F[P-](F)(F)(F)(F)F.N1(OC(N(C)C)=[N+](C)C)C2N=CC=CC=2N=N1.[F:62][CH:63]([F:66])[CH2:64][NH2:65].C(=O)([O-])O.[Na+]. Product: [C:2]([C@@:4]1([CH:26]2[CH2:28][CH2:27]2)[CH2:8][CH2:7][N:6]([C:9]2[CH:14]=[CH:13][N:12]=[C:11]([NH:15][C:16]3[CH:20]=[C:19]([C:21]([NH:65][CH2:64][CH:63]([F:66])[F:62])=[O:22])[N:18]([CH3:24])[N:17]=3)[CH:10]=2)[C:5]1=[O:25])#[N:3]. The catalyst class is: 9.